Dataset: NCI-60 drug combinations with 297,098 pairs across 59 cell lines. Task: Regression. Given two drug SMILES strings and cell line genomic features, predict the synergy score measuring deviation from expected non-interaction effect. (1) Drug 1: C1=CC(=C2C(=C1NCCNCCO)C(=O)C3=C(C=CC(=C3C2=O)O)O)NCCNCCO. Drug 2: COC1=C2C(=CC3=C1OC=C3)C=CC(=O)O2. Cell line: MALME-3M. Synergy scores: CSS=25.7, Synergy_ZIP=-0.191, Synergy_Bliss=1.78, Synergy_Loewe=-26.2, Synergy_HSA=0.194. (2) Synergy scores: CSS=1.28, Synergy_ZIP=5.54, Synergy_Bliss=2.52, Synergy_Loewe=1.90, Synergy_HSA=1.67. Drug 2: CN1C2=C(C=C(C=C2)N(CCCl)CCCl)N=C1CCCC(=O)O.Cl. Drug 1: CCCS(=O)(=O)NC1=C(C(=C(C=C1)F)C(=O)C2=CNC3=C2C=C(C=N3)C4=CC=C(C=C4)Cl)F. Cell line: SK-OV-3. (3) Drug 1: CC1CCC2CC(C(=CC=CC=CC(CC(C(=O)C(C(C(=CC(C(=O)CC(OC(=O)C3CCCCN3C(=O)C(=O)C1(O2)O)C(C)CC4CCC(C(C4)OC)OCCO)C)C)O)OC)C)C)C)OC. Drug 2: COC1=C2C(=CC3=C1OC=C3)C=CC(=O)O2. Cell line: BT-549. Synergy scores: CSS=12.6, Synergy_ZIP=-2.54, Synergy_Bliss=-1.01, Synergy_Loewe=-5.41, Synergy_HSA=1.14.